This data is from Full USPTO retrosynthesis dataset with 1.9M reactions from patents (1976-2016). The task is: Predict the reactants needed to synthesize the given product. (1) Given the product [CH3:13][C:11]1[CH:10]=[N:9][N:8]([C:7]2[CH:6]=[CH:5][N:4]=[CH:3][C:2]=2[N:22]2[CH2:23][CH2:24][C:19]3([C:15](=[O:25])[NH:16][CH2:17][CH2:18]3)[CH2:20][CH2:21]2)[CH:12]=1, predict the reactants needed to synthesize it. The reactants are: F[C:2]1[CH:3]=[N:4][CH:5]=[CH:6][C:7]=1[N:8]1[CH:12]=[C:11]([CH3:13])[CH:10]=[N:9]1.Cl.[C:15]1(=[O:25])[C:19]2([CH2:24][CH2:23][NH:22][CH2:21][CH2:20]2)[CH2:18][CH2:17][NH:16]1.C(=O)([O-])[O-].[K+].[K+].CN1C(=O)CCC1. (2) Given the product [O:3]=[C:2]([CH3:1])[CH2:4][CH2:5][C:7]1([CH3:6])[C:12](=[O:13])[CH2:11][CH2:10][CH2:9][C:8]1=[O:14], predict the reactants needed to synthesize it. The reactants are: [CH3:1][C:2]([CH:4]=[CH2:5])=[O:3].[CH3:6][CH:7]1[C:12](=[O:13])[CH2:11][CH2:10][CH2:9][C:8]1=[O:14].COC(=O)C1C(=CC=CC=1)C(OC)=O. (3) Given the product [CH3:24][N:10]1[C:11]2[C:16](=[C:15]([O:18][CH3:19])[C:14]([O:20][CH3:21])=[C:13]([O:22][CH3:23])[CH:12]=2)[CH:17]=[C:9]1[CH2:8][CH2:7][CH2:6][N:25]1[CH2:31][CH2:30][CH2:29][N:28]([CH2:6][CH2:7][CH2:8][C:9]2[N:10]([CH3:24])[C:11]3[C:16]([CH:17]=2)=[C:15]([O:18][CH3:19])[C:14]([O:20][CH3:21])=[C:13]([O:22][CH3:23])[CH:12]=3)[CH2:27][CH2:26]1, predict the reactants needed to synthesize it. The reactants are: CS(O[CH2:6][CH2:7][CH2:8][C:9]1[N:10]([CH3:24])[C:11]2[C:16]([CH:17]=1)=[C:15]([O:18][CH3:19])[C:14]([O:20][CH3:21])=[C:13]([O:22][CH3:23])[CH:12]=2)(=O)=O.[NH:25]1[CH2:31][CH2:30][CH2:29][NH:28][CH2:27][CH2:26]1. (4) Given the product [ClH:2].[Cl:2][C:3]1[CH:8]=[CH:7][C:6]([C:9]2[N:14]=[C:13]([C:15]([NH:61][C@H:62]([C:71]([CH3:74])([CH3:73])[CH3:72])[CH2:63][C:64]([OH:66])=[O:65])=[O:16])[CH:12]=[CH:11][C:10]=2[C:18]2[CH:23]=[CH:22][CH:21]=[CH:20][C:19]=2[Cl:24])=[CH:5][C:4]=1[O:25][CH2:26][CH2:27][CH2:28][N:29]([CH3:31])[CH3:30], predict the reactants needed to synthesize it. The reactants are: Cl.[Cl:2][C:3]1[CH:8]=[CH:7][C:6]([C:9]2[N:14]=[C:13]([C:15](O)=[O:16])[CH:12]=[CH:11][C:10]=2[C:18]2[CH:23]=[CH:22][CH:21]=[CH:20][C:19]=2[Cl:24])=[CH:5][C:4]=1[O:25][CH2:26][CH2:27][CH2:28][N:29]([CH3:31])[CH3:30].ON1C(=O)CCC1=O.CCN=C=NCCCN(C)C.Cl.CCN(C(C)C)C(C)C.[NH2:61][C@H:62]([C:71]([CH3:74])([CH3:73])[CH3:72])[CH2:63][C:64]([O:66]C(C)(C)C)=[O:65].Cl. (5) Given the product [CH2:9]([N:11]([CH2:12][C:13]([OH:18])([CH2:19][NH:20][C:21]1[CH:29]=[C:28]([CH3:30])[CH:27]=[C:26]2[C:22]=1[CH:23]=[N:24][N:25]2[C:31]1[CH:36]=[CH:35][CH:34]=[CH:33][CH:32]=1)[C:14]([F:17])([F:16])[F:15])[C:6]([C:3]1[CH:4]=[CH:5][S:1][CH:2]=1)=[O:8])[CH3:10], predict the reactants needed to synthesize it. The reactants are: [S:1]1[CH:5]=[CH:4][C:3]([C:6]([OH:8])=O)=[CH:2]1.[CH2:9]([NH:11][CH2:12][C:13]([CH2:19][NH:20][C:21]1[CH:29]=[C:28]([CH3:30])[CH:27]=[C:26]2[C:22]=1[CH:23]=[N:24][N:25]2[C:31]1[CH:36]=[CH:35][CH:34]=[CH:33][CH:32]=1)([OH:18])[C:14]([F:17])([F:16])[F:15])[CH3:10]. (6) Given the product [Cl:1][C:2]1[N:7]=[C:6]([C:14]2[CH:15]=[N:16][C:11]([N:10]([CH3:20])[CH3:9])=[CH:12][CH:13]=2)[CH:5]=[CH:4][N:3]=1, predict the reactants needed to synthesize it. The reactants are: [Cl:1][C:2]1[N:7]=[C:6](Cl)[CH:5]=[CH:4][N:3]=1.[CH3:9][N:10]([CH3:20])[C:11]1[N:16]=[CH:15][C:14](B(O)O)=[CH:13][CH:12]=1.C(N(CC)CC)C.